This data is from Forward reaction prediction with 1.9M reactions from USPTO patents (1976-2016). The task is: Predict the product of the given reaction. (1) Given the reactants C(O)(=O)C.[NH2:5][C:6]([C:9]1[CH:14]=[CH:13][C:12]([NH:15][C:16]([C:18]2[NH:19][CH:20]=[C:21]([C:23]#[N:24])[N:22]=2)=[O:17])=[C:11]([C:25]2[CH2:30][CH2:29][CH2:28][CH2:27][CH:26]=2)[CH:10]=1)([CH3:8])[CH3:7].[C:31](Cl)(=[O:35])[C:32](Cl)=[O:33].CC[N:39](C(C)C)C(C)C, predict the reaction product. The product is: [C:23]([C:21]1[N:22]=[C:18]([C:16]([NH:15][C:12]2[CH:13]=[CH:14][C:9]([C:6]([NH:5][C:31](=[O:35])[C:32]([NH2:39])=[O:33])([CH3:8])[CH3:7])=[CH:10][C:11]=2[C:25]2[CH2:30][CH2:29][CH2:28][CH2:27][CH:26]=2)=[O:17])[NH:19][CH:20]=1)#[N:24]. (2) Given the reactants C([O:3][C:4]([C:6]1([S:14]([C:17]2[CH:22]=[CH:21][C:20]([O:23][CH2:24][CH2:25][CH2:26][CH3:27])=[CH:19][CH:18]=2)(=[O:16])=[O:15])[CH2:11][CH2:10][N:9]([CH2:12][CH3:13])[CH2:8][CH2:7]1)=[O:5])C, predict the reaction product. The product is: [CH2:12]([N:9]1[CH2:8][CH2:7][C:6]([S:14]([C:17]2[CH:18]=[CH:19][C:20]([O:23][CH2:24][CH2:25][CH2:26][CH3:27])=[CH:21][CH:22]=2)(=[O:16])=[O:15])([C:4]([OH:5])=[O:3])[CH2:11][CH2:10]1)[CH3:13]. (3) Given the reactants [C:1]([C:5]1[N:10]=[C:9]([O:11][CH2:12][CH3:13])[C:8]([C:14]2[N:15]([C:35](Cl)=[O:36])[C:16]([C:28]3[CH:33]=[CH:32][C:31]([Cl:34])=[CH:30][CH:29]=3)([CH3:27])[C:17]([C:20]3[CH:25]=[CH:24][C:23]([Cl:26])=[CH:22][CH:21]=3)([CH3:19])[N:18]=2)=[CH:7][N:6]=1)([CH3:4])([CH3:3])[CH3:2].[NH:38]1[CH2:43][CH2:42][NH:41][CH2:40][CH2:39]1, predict the reaction product. The product is: [C:1]([C:5]1[N:10]=[C:9]([O:11][CH2:12][CH3:13])[C:8]([C:14]2[N:15]([C:35]([N:38]3[CH2:43][CH2:42][NH:41][CH2:40][CH2:39]3)=[O:36])[C:16]([C:28]3[CH:33]=[CH:32][C:31]([Cl:34])=[CH:30][CH:29]=3)([CH3:27])[C:17]([C:20]3[CH:21]=[CH:22][C:23]([Cl:26])=[CH:24][CH:25]=3)([CH3:19])[N:18]=2)=[CH:7][N:6]=1)([CH3:4])([CH3:3])[CH3:2]. (4) Given the reactants COC1C=CC(C[S:8][CH2:9][C@H:10]([NH:19][C:20]([C:22]2[NH:23][C:24]3[C:29]([CH:30]=2)=[CH:28][CH:27]=[CH:26][C:25]=3[N+:31]([O-:33])=[O:32])=O)[CH2:11][O:12][C:13](=[O:18])[C:14]([CH3:17])([CH3:16])[CH3:15])=CC=1.P(Cl)(Cl)(Cl)(Cl)Cl.C(=O)(O)[O-].[Na+], predict the reaction product. The product is: [N+:31]([C:25]1[CH:26]=[CH:27][CH:28]=[C:29]2[C:24]=1[NH:23][C:22]([C:20]1[S:8][CH2:9][C@@H:10]([CH2:11][O:12][C:13](=[O:18])[C:14]([CH3:17])([CH3:16])[CH3:15])[N:19]=1)=[CH:30]2)([O-:33])=[O:32]. (5) Given the reactants [C:1]([O:5][C:6](=[O:21])[NH:7][CH2:8][C:9]1[S:10][C:11]([C:14]2[CH:19]=[CH:18][C:17]([OH:20])=[CH:16][CH:15]=2)=[N:12][N:13]=1)([CH3:4])([CH3:3])[CH3:2].C(=O)([O-])[O-].[K+].[K+].[F:28][C:29]1[CH:30]=[C:31]([CH:34]=[CH:35][CH:36]=1)[CH2:32]Br, predict the reaction product. The product is: [C:1]([O:5][C:6](=[O:21])[NH:7][CH2:8][C:9]1[S:10][C:11]([C:14]2[CH:15]=[CH:16][C:17]([O:20][CH2:32][C:31]3[CH:34]=[CH:35][CH:36]=[C:29]([F:28])[CH:30]=3)=[CH:18][CH:19]=2)=[N:12][N:13]=1)([CH3:4])([CH3:2])[CH3:3]. (6) Given the reactants Br[C:2]1[N:6]([CH:7]([CH3:9])[CH3:8])[C:5]2[CH:10]([C:22]3[CH:27]=[CH:26][C:25]([Cl:28])=[CH:24][CH:23]=3)[N:11]([C:14]3[CH:19]=[CH:18][C:17](=[O:20])[N:16]([CH3:21])[CH:15]=3)[C:12](=[O:13])[C:4]=2[N:3]=1.[CH3:29][N:30]1[CH:34]=[CH:33][C:32](B2OC(C)(C)C(C)(C)O2)=[N:31]1, predict the reaction product. The product is: [Cl:28][C:25]1[CH:26]=[CH:27][C:22]([CH:10]2[C:5]3[N:6]([CH:7]([CH3:9])[CH3:8])[C:2]([C:32]4[CH:33]=[CH:34][N:30]([CH3:29])[N:31]=4)=[N:3][C:4]=3[C:12](=[O:13])[N:11]2[C:14]2[CH:19]=[CH:18][C:17](=[O:20])[N:16]([CH3:21])[CH:15]=2)=[CH:23][CH:24]=1.